Dataset: NCI-60 drug combinations with 297,098 pairs across 59 cell lines. Task: Regression. Given two drug SMILES strings and cell line genomic features, predict the synergy score measuring deviation from expected non-interaction effect. (1) Drug 1: C1=C(C(=O)NC(=O)N1)F. Drug 2: B(C(CC(C)C)NC(=O)C(CC1=CC=CC=C1)NC(=O)C2=NC=CN=C2)(O)O. Cell line: HCT116. Synergy scores: CSS=69.9, Synergy_ZIP=0.710, Synergy_Bliss=0.0210, Synergy_Loewe=-2.25, Synergy_HSA=1.32. (2) Drug 1: C1CCN(CC1)CCOC2=CC=C(C=C2)C(=O)C3=C(SC4=C3C=CC(=C4)O)C5=CC=C(C=C5)O. Drug 2: C1CC(=O)NC(=O)C1N2CC3=C(C2=O)C=CC=C3N. Cell line: K-562. Synergy scores: CSS=-14.2, Synergy_ZIP=-0.877, Synergy_Bliss=-11.1, Synergy_Loewe=-13.6, Synergy_HSA=-12.7. (3) Drug 1: CCCCCOC(=O)NC1=NC(=O)N(C=C1F)C2C(C(C(O2)C)O)O. Drug 2: CC1=C2C(C(=O)C3(C(CC4C(C3C(C(C2(C)C)(CC1OC(=O)C(C(C5=CC=CC=C5)NC(=O)OC(C)(C)C)O)O)OC(=O)C6=CC=CC=C6)(CO4)OC(=O)C)O)C)O. Cell line: MOLT-4. Synergy scores: CSS=26.2, Synergy_ZIP=11.4, Synergy_Bliss=14.7, Synergy_Loewe=10.3, Synergy_HSA=12.5. (4) Cell line: HCT116. Drug 2: N.N.Cl[Pt+2]Cl. Synergy scores: CSS=66.3, Synergy_ZIP=-2.70, Synergy_Bliss=-1.31, Synergy_Loewe=-3.35, Synergy_HSA=4.30. Drug 1: CCCCCOC(=O)NC1=NC(=O)N(C=C1F)C2C(C(C(O2)C)O)O.